Dataset: Full USPTO retrosynthesis dataset with 1.9M reactions from patents (1976-2016). Task: Predict the reactants needed to synthesize the given product. (1) Given the product [CH2:1]([N:7]1[CH2:12][CH2:11][C:10]([CH3:21])([C:13]2[CH:18]=[CH:17][CH:16]=[C:15]([CH:19]([OH:27])[CH2:20][OH:31])[CH:14]=2)[CH:9]([CH3:22])[CH2:8]1)[CH2:2][CH2:3][CH2:4][CH2:5][CH3:6], predict the reactants needed to synthesize it. The reactants are: [CH2:1]([N:7]1[CH2:12][CH2:11][C:10]([CH3:21])([C:13]2[CH:18]=[CH:17][CH:16]=[C:15]([CH:19]=[CH2:20])[CH:14]=2)[CH:9]([CH3:22])[CH2:8]1)[CH2:2][CH2:3][CH2:4][CH2:5][CH3:6].C[N+]1([O-])CC[O:27]CC1.[OH2:31]. (2) The reactants are: [C:1]1([CH:7]([CH2:11][CH2:12]O)[CH2:8][CH2:9]O)[CH:6]=[CH:5][CH:4]=[CH:3][CH:2]=1.C(N(CC)CC)C.CS([Cl:25])(=O)=O.[Br-:26].[Li+]. Given the product [Br:26][CH2:9][CH2:8][CH:7]([C:1]1[CH:6]=[CH:5][CH:4]=[CH:3][CH:2]=1)[CH2:11][CH2:12][Cl:25], predict the reactants needed to synthesize it.